From a dataset of Forward reaction prediction with 1.9M reactions from USPTO patents (1976-2016). Predict the product of the given reaction. (1) Given the reactants [Br:1][C:2]1[CH:7]=[C:6]([F:8])[CH:5]=[CH:4][C:3]=1[C:9](=[O:11])[CH3:10].[Br:12]CC(C1C=C(Cl)C=CC=1Cl)=O, predict the reaction product. The product is: [Br:12][CH2:10][C:9]([C:3]1[CH:4]=[CH:5][C:6]([F:8])=[CH:7][C:2]=1[Br:1])=[O:11]. (2) The product is: [ClH:20].[ClH:20].[CH3:1][N:2]1[C:6]([C:7]([F:8])([F:9])[F:10])=[C:5]([C@H:11]([NH2:13])[CH3:12])[CH:4]=[N:3]1. Given the reactants [CH3:1][N:2]1[C:6]([C:7]([F:10])([F:9])[F:8])=[C:5]([C@H:11]([NH:13][S@@](C(C)(C)C)=O)[CH3:12])[CH:4]=[N:3]1.[ClH:20], predict the reaction product. (3) Given the reactants [C:1]([C:5]1[N:6]=[C:7]([N:16]2[CH2:20][CH2:19][C:18]([F:22])([F:21])[CH2:17]2)[C:8]2[C:9](=[N:11][N:12]([CH2:14][CH3:15])[N:13]=2)[N:10]=1)([CH3:4])([CH3:3])[CH3:2].C(C1N=C(N2CCC(F)(F)C2)C2N=NNC=2N=1)(C)(C)C.Br.BrCC1[CH:51]=[CH:50][N:49]=[CH:48][C:47]=1[Cl:52], predict the reaction product. The product is: [C:1]([C:5]1[N:6]=[C:7]([N:16]2[CH2:20][CH2:19][C:18]([F:21])([F:22])[CH2:17]2)[C:8]2[C:9](=[N:11][N:12]([CH2:14][C:15]3[CH:51]=[CH:50][N:49]=[CH:48][C:47]=3[Cl:52])[N:13]=2)[N:10]=1)([CH3:2])([CH3:3])[CH3:4]. (4) Given the reactants [CH3:1][C:2]1[C:7](=[O:8])[C@@H:6]([OH:9])[CH2:5][C:4]([CH3:11])([CH3:10])[C:3]=1/[CH:12]=[CH:13]/[C:14](/[CH3:44])=[CH:15]/[CH:16]=[CH:17]/[C:18](/[CH3:43])=[CH:19]/[CH:20]=[CH:21]/[CH:22]=[C:23](\[CH3:42])/[CH:24]=[CH:25]/[CH:26]=[C:27](\[CH3:41])/[CH:28]=[CH:29]/[C:30]1[C:36]([CH3:38])([CH3:37])[CH2:35][C@H:34]([OH:39])[C:32](=[O:33])[C:31]=1[CH3:40], predict the reaction product. The product is: [CH3:40][C:31]1[C:32](=[O:33])[C@H:34]([OH:39])[CH2:35][C:36]([CH3:37])([CH3:38])[C:30]=1/[CH:29]=[CH:28]/[C:27](/[CH3:41])=[CH:26]/[CH:25]=[CH:24]/[C:23](/[CH3:42])=[CH:22]/[CH:21]=[CH:20]/[CH:19]=[C:18](\[CH3:43])/[CH:17]=[CH:16]/[CH:15]=[C:14](\[CH3:44])/[CH:13]=[CH:12]/[C:3]1[C:4]([CH3:11])([CH3:10])[CH2:5][C@@H:6]([OH:9])[C:7](=[O:8])[C:2]=1[CH3:1].[CH3:40][C:31]1[C:32](=[O:33])[C@H:34]([OH:39])[CH2:35][C:36]([CH3:37])([CH3:38])[C:30]=1/[CH:29]=[CH:28]/[C:27](/[CH3:41])=[CH:26]/[CH:25]=[CH:24]/[C:23](/[CH3:42])=[CH:22]/[CH:21]=[CH:20]/[CH:19]=[C:18](\[CH3:43])/[CH:17]=[CH:16]/[CH:15]=[C:14](\[CH3:44])/[CH:13]=[CH:12]/[C:3]1[C:4]([CH3:11])([CH3:10])[CH2:5][C@H:6]([OH:9])[C:7](=[O:8])[C:2]=1[CH3:1].[CH3:40][C:31]1[C:32](=[O:33])[C@@H:34]([OH:39])[CH2:35][C:36]([CH3:37])([CH3:38])[C:30]=1/[CH:29]=[CH:28]/[C:27](/[CH3:41])=[CH:26]/[CH:25]=[CH:24]/[C:23](/[CH3:42])=[CH:22]/[CH:21]=[CH:20]/[CH:19]=[C:18](\[CH3:43])/[CH:17]=[CH:16]/[CH:15]=[C:14](\[CH3:44])/[CH:13]=[CH:12]/[C:3]1[C:4]([CH3:11])([CH3:10])[CH2:5][C@H:6]([OH:9])[C:7](=[O:8])[C:2]=1[CH3:1]. (5) Given the reactants [CH3:1][C:2]1([C:5](O)=O)[CH2:4][CH2:3]1.[NH2:8][NH:9][C:10]([NH2:12])=[S:11].P(Cl)(Cl)(Cl)=O, predict the reaction product. The product is: [CH3:1][C:2]1([C:5]2[S:11][C:10]([NH2:12])=[N:9][N:8]=2)[CH2:4][CH2:3]1. (6) Given the reactants [S:1]1[C:5]2[CH2:6][CH2:7][CH2:8][C:4]=2[N:3]=[C:2]1[C:9]1[CH:14]=[CH:13][CH:12]=[CH:11][C:10]=1[NH:15][C:16]([O:18][CH2:19][CH:20]1[CH2:25][CH2:24][N:23](C(OC(C)(C)C)=O)[CH2:22][CH2:21]1)=[O:17].Cl.CO, predict the reaction product. The product is: [NH3:3].[S:1]1[C:5]2[CH2:6][CH2:7][CH2:8][C:4]=2[N:3]=[C:2]1[C:9]1[CH:14]=[CH:13][CH:12]=[CH:11][C:10]=1[NH:15][C:16](=[O:17])[O:18][CH2:19][CH:20]1[CH2:25][CH2:24][NH:23][CH2:22][CH2:21]1.